This data is from Catalyst prediction with 721,799 reactions and 888 catalyst types from USPTO. The task is: Predict which catalyst facilitates the given reaction. (1) Reactant: [Cl:1][C:2]1[CH:3]=[CH:4][C:5]([O:24][CH3:25])=[C:6]([C:8]2[CH:17]3[CH:12]([CH:13]=[CH:14][C:15]([C:18]([F:21])([F:20])[F:19])=[CH:16]3)[NH:11][C:10](=[O:22])[C:9]=2[SH:23])[CH:7]=1.[CH2:26]([CH:28]1[O:30][CH2:29]1)Br.[OH-].[Na+]. Product: [Cl:1][C:2]1[CH:3]=[CH:4][C:5]([O:24][CH3:25])=[C:6]([C:8]2[CH:17]3[CH:12]([CH:13]=[CH:14][C:15]([C:18]([F:21])([F:20])[F:19])=[CH:16]3)[NH:11][C:10](=[O:22])[C:9]=2[S:23][CH2:26][CH:28]2[CH2:29][O:30]2)[CH:7]=1. The catalyst class is: 14. (2) Reactant: [CH3:1][C:2]1[CH:11]=[C:10]([CH3:12])[C:9](B2OC(C)(C)C(C)(C)O2)=[CH:8][C:3]=1[C:4]([O:6][CH3:7])=[O:5].I[C:23]1[N:27]([CH2:28][O:29][CH2:30][CH2:31][Si:32]([CH3:35])([CH3:34])[CH3:33])[N:26]=[CH:25][C:24]=1[CH3:36].C([O-])([O-])=O.[K+].[K+].C(Cl)Cl. Product: [CH3:1][C:2]1[CH:11]=[C:10]([CH3:12])[C:9]([C:23]2[N:27]([CH2:28][O:29][CH2:30][CH2:31][Si:32]([CH3:35])([CH3:34])[CH3:33])[N:26]=[CH:25][C:24]=2[CH3:36])=[CH:8][C:3]=1[C:4]([O:6][CH3:7])=[O:5]. The catalyst class is: 140.